Dataset: Forward reaction prediction with 1.9M reactions from USPTO patents (1976-2016). Task: Predict the product of the given reaction. (1) Given the reactants [NH4+].[Cl-].C1C=CC2N(O)N=[N:9]C=2C=1.CCN=C=NCCCN(C)C.CCN(C(C)C)C(C)C.[CH2:33]([O:40][N:41]([C@H:54]1[CH2:59][N:58]([C:60]([O:62][C:63]([CH3:66])([CH3:65])[CH3:64])=[O:61])[C@H:57]([C:67](O)=[O:68])[CH2:56][CH2:55]1)[S:42]([C:45]1[CH:50]=[CH:49][CH:48]=[CH:47][C:46]=1[N+:51]([O-:53])=[O:52])(=[O:44])=[O:43])[C:34]1[CH:39]=[CH:38][CH:37]=[CH:36][CH:35]=1, predict the reaction product. The product is: [CH2:33]([O:40][N:41]([C@H:54]1[CH2:59][N:58]([C:60]([O:62][C:63]([CH3:64])([CH3:65])[CH3:66])=[O:61])[C@H:57]([C:67](=[O:68])[NH2:9])[CH2:56][CH2:55]1)[S:42]([C:45]1[CH:50]=[CH:49][CH:48]=[CH:47][C:46]=1[N+:51]([O-:53])=[O:52])(=[O:44])=[O:43])[C:34]1[CH:35]=[CH:36][CH:37]=[CH:38][CH:39]=1. (2) Given the reactants [NH:1]1[CH2:6][CH2:5][CH2:4][CH:3]([O:7][C:8]2[CH:9]=[C:10]3[C:15](=[CH:16][CH:17]=2)[C:14]([NH2:18])=[N:13][CH:12]=[CH:11]3)[CH2:2]1.[CH:19](=O)[C:20]1[CH:25]=[CH:24][CH:23]=[CH:22][CH:21]=1.C(O[BH-](OC(=O)C)OC(=O)C)(=O)C.[Na+], predict the reaction product. The product is: [CH2:19]([N:1]1[CH2:6][CH2:5][CH2:4][CH:3]([O:7][C:8]2[CH:9]=[C:10]3[C:15](=[CH:16][CH:17]=2)[C:14]([NH2:18])=[N:13][CH:12]=[CH:11]3)[CH2:2]1)[C:20]1[CH:25]=[CH:24][CH:23]=[CH:22][CH:21]=1. (3) Given the reactants [C:1]([C:5]1[S:9][C:8]([NH:10][C:11](=[O:21])[C:12]2[CH:17]=[C:16]([Cl:18])[CH:15]=[CH:14][C:13]=2[O:19][CH3:20])=[N:7][CH:6]=1)([CH3:4])([CH3:3])[CH3:2].CC(C)([O-])C.[K+].I[CH2:29][CH:30]1[CH2:35][CH2:34][O:33][CH2:32][CH2:31]1, predict the reaction product. The product is: [C:1]([C:5]1[S:9]/[C:8](=[N:10]\[C:11](=[O:21])[C:12]2[CH:17]=[C:16]([Cl:18])[CH:15]=[CH:14][C:13]=2[O:19][CH3:20])/[N:7]([CH2:29][CH:30]2[CH2:35][CH2:34][O:33][CH2:32][CH2:31]2)[CH:6]=1)([CH3:4])([CH3:2])[CH3:3]. (4) Given the reactants [CH3:1][C:2]1[CH:3]=[C:4]2[C:9](=[CH:10][C:11]=1[N+:12]([O-])=O)[C:8](=[O:15])[N:7]([C:16]1[CH:17]=[N:18][CH:19]=[CH:20][C:21]=1[CH3:22])[CH2:6][CH2:5]2, predict the reaction product. The product is: [NH2:12][C:11]1[CH:10]=[C:9]2[C:4]([CH2:5][CH2:6][N:7]([C:16]3[CH:17]=[N:18][CH:19]=[CH:20][C:21]=3[CH3:22])[C:8]2=[O:15])=[CH:3][C:2]=1[CH3:1]. (5) Given the reactants [Si]([O:18][CH2:19][C:20]1[N:21]=[C:22]([C:28](=[O:30])[CH3:29])[N:23]([CH2:25][CH:26]=[CH2:27])[CH:24]=1)(C(C)(C)C)(C1C=CC=CC=1)C1C=CC=CC=1.CCCC[N+](CCCC)(CCCC)CCCC.[F-], predict the reaction product. The product is: [OH:18][CH2:19][C:20]1[N:21]=[C:22]([C:28](=[O:30])[CH3:29])[N:23]([CH2:25][CH:26]=[CH2:27])[CH:24]=1. (6) Given the reactants Cl[C:2]1[CH:11]=[CH:10][N:9]=[C:8]2[C:3]=1[C:4]1[CH:16]=[CH:15][CH:14]=[CH:13][C:5]=1[C:6](=[O:12])[NH:7]2.B(O)(O)[C:18]1[CH:23]=[CH:22][C:21]([S:24]([N:27]([CH3:29])[CH3:28])(=[O:26])=[O:25])=[CH:20][CH:19]=1.COC1C=CC=C(OC)C=1C1C=CC=CC=1P(C1CCCCC1)C1CCCCC1.C([O-])([O-])=O.[K+].[K+], predict the reaction product. The product is: [CH3:28][N:27]([CH3:29])[S:24]([C:21]1[CH:20]=[CH:19][C:18]([C:2]2[CH:11]=[CH:10][N:9]=[C:8]3[C:3]=2[C:4]2[CH:16]=[CH:15][CH:14]=[CH:13][C:5]=2[C:6](=[O:12])[NH:7]3)=[CH:23][CH:22]=1)(=[O:25])=[O:26]. (7) Given the reactants [C:1](O[BH-](OC(=O)C)OC(=O)C)(=O)C.[Na+].C=O.[Cl:17][C:18]1[CH:46]=[C:45]([Cl:47])[CH:44]=[CH:43][C:19]=1[CH2:20][N:21]1[C:25]2[CH:26]=[C:27]([CH2:31][NH:32][C:33]3[CH:41]=[CH:40][CH:39]=[CH:38][C:34]=3[C:35]([OH:37])=[O:36])[CH:28]=[C:29]([CH3:30])[C:24]=2[N:23]=[C:22]1[CH3:42].[BH4-].[Na+], predict the reaction product. The product is: [Cl:17][C:18]1[CH:46]=[C:45]([Cl:47])[CH:44]=[CH:43][C:19]=1[CH2:20][N:21]1[C:25]2[CH:26]=[C:27]([CH2:31][N:32]([CH3:1])[C:33]3[CH:41]=[CH:40][CH:39]=[CH:38][C:34]=3[C:35]([OH:37])=[O:36])[CH:28]=[C:29]([CH3:30])[C:24]=2[N:23]=[C:22]1[CH3:42]. (8) Given the reactants [F:1][C:2]1([F:14])[CH2:5][N:4]([CH2:6][C:7]2[N:11]([CH3:12])[N:10]=[C:9]([NH2:13])[CH:8]=2)[CH2:3]1.Br[C:16]1[C:17](=[O:24])[N:18]([CH3:23])[CH:19]=[C:20]([Br:22])[CH:21]=1.C(=O)([O-])[O-].[Cs+].[Cs+].CC1(C)C2C(=C(P(C3C=CC=CC=3)C3C=CC=CC=3)C=CC=2)OC2C(P(C3C=CC=CC=3)C3C=CC=CC=3)=CC=CC1=2, predict the reaction product. The product is: [Br:22][C:20]1[CH:21]=[C:16]([NH:13][C:9]2[CH:8]=[C:7]([CH2:6][N:4]3[CH2:5][C:2]([F:1])([F:14])[CH2:3]3)[N:11]([CH3:12])[N:10]=2)[C:17](=[O:24])[N:18]([CH3:23])[CH:19]=1.